From a dataset of Forward reaction prediction with 1.9M reactions from USPTO patents (1976-2016). Predict the product of the given reaction. (1) Given the reactants [Cl:1][C:2]([Cl:11])([Cl:10])[C:3]([C:5]1[NH:6][CH:7]=[CH:8][CH:9]=1)=[O:4].[Br:12]Br, predict the reaction product. The product is: [Br:12][C:8]1[CH:9]=[C:5]([C:3](=[O:4])[C:2]([Cl:1])([Cl:10])[Cl:11])[NH:6][CH:7]=1. (2) Given the reactants [F-].C([N+](CCCC)(CCCC)CCCC)CCC.[C:19]1([C:56]2[CH:61]=[CH:60][CH:59]=[CH:58][CH:57]=2)[CH:24]=[CH:23][C:22]([CH2:25][CH2:26][CH:27]([O:46][CH2:47][C:48]2[CH:53]=[CH:52][C:51]([O:54][CH3:55])=[CH:50][CH:49]=2)[CH:28]([CH2:36][CH2:37][O:38][Si](C(C)(C)C)(C)C)[C:29]([O:31][C:32]([CH3:35])([CH3:34])[CH3:33])=[O:30])=[CH:21][CH:20]=1, predict the reaction product. The product is: [C:19]1([C:56]2[CH:57]=[CH:58][CH:59]=[CH:60][CH:61]=2)[CH:20]=[CH:21][C:22]([CH2:25][CH2:26][CH:27]([O:46][CH2:47][C:48]2[CH:49]=[CH:50][C:51]([O:54][CH3:55])=[CH:52][CH:53]=2)[CH:28]([CH2:36][CH2:37][OH:38])[C:29]([O:31][C:32]([CH3:35])([CH3:34])[CH3:33])=[O:30])=[CH:23][CH:24]=1. (3) Given the reactants [Cl:1][C:2]1[CH:7]=[CH:6][CH:5]=[C:4]([C:8]([F:11])([F:10])[F:9])[C:3]=1[C:12]([N:14]1[C:22]2[C:17](=[C:18]([F:23])[CH:19]=[CH:20][CH:21]=2)[C:16](I)=[N:15]1)=[O:13].CC1(C)C(C)(C)OB([C:33]2[CH2:38][CH2:37][CH:36]([C:39]([O:41][CH2:42][CH3:43])=[O:40])[CH2:35][CH:34]=2)O1.C([O-])([O-])=O.[Na+].[Na+], predict the reaction product. The product is: [Cl:1][C:2]1[CH:7]=[CH:6][CH:5]=[C:4]([C:8]([F:11])([F:10])[F:9])[C:3]=1[C:12]([N:14]1[C:22]2[C:17](=[C:18]([F:23])[CH:19]=[CH:20][CH:21]=2)[C:16]([C:33]2[CH2:38][CH2:37][CH:36]([C:39]([O:41][CH2:42][CH3:43])=[O:40])[CH2:35][CH:34]=2)=[N:15]1)=[O:13]. (4) Given the reactants Br[C:2]1[CH:3]=[N:4][C:5]2[N:6]([CH:8]=[C:9]([CH2:11][O:12][C:13]3[CH:14]=[N:15][C:16]([F:19])=[CH:17][CH:18]=3)[N:10]=2)[CH:7]=1.[F:20][C:21]1[CH:26]=[C:25]([F:27])[CH:24]=[CH:23][C:22]=1B(O)O, predict the reaction product. The product is: [F:20][C:21]1[CH:26]=[C:25]([F:27])[CH:24]=[CH:23][C:22]=1[C:2]1[CH:3]=[N:4][C:5]2[N:6]([CH:8]=[C:9]([CH2:11][O:12][C:13]3[CH:14]=[N:15][C:16]([F:19])=[CH:17][CH:18]=3)[N:10]=2)[CH:7]=1.